This data is from Forward reaction prediction with 1.9M reactions from USPTO patents (1976-2016). The task is: Predict the product of the given reaction. (1) Given the reactants [F:1][C:2]1[C:10]2[O:9][C:8]([CH2:11][CH2:12][CH2:13][CH2:14][CH2:15][CH2:16][CH2:17][CH3:18])=[CH:7][C:6]=2[CH:5]=[C:4]([CH2:19]N)[CH:3]=1.C([O:25]C(N1CC[C@H](O)[C@H]1C(O)=O)=O)(C)(C)C, predict the reaction product. The product is: [F:1][C:2]1[C:10]2[O:9][C:8]([CH2:11][CH2:12][CH2:13][CH2:14][CH2:15][CH2:16][CH2:17][CH3:18])=[CH:7][C:6]=2[CH:5]=[C:4]([CH2:19][OH:25])[CH:3]=1. (2) Given the reactants [CH2:1]([O:3][C:4]([C:6]1[C:12]2[NH:13][C:14]3[C:15]([O:20]CC4C=CC=CC=4)=[CH:16][CH:17]=[CH:18][C:19]=3[C:11]=2[CH2:10][CH2:9][N:8]([C:28](=[O:36])[C:29]2[CH:34]=[CH:33][C:32]([F:35])=[CH:31][CH:30]=2)[CH:7]=1)=[O:5])[CH3:2].C1CC=CCC=1, predict the reaction product. The product is: [CH2:1]([O:3][C:4]([C:6]1[C:12]2[NH:13][C:14]3[C:15]([OH:20])=[CH:16][CH:17]=[CH:18][C:19]=3[C:11]=2[CH2:10][CH2:9][N:8]([C:28](=[O:36])[C:29]2[CH:34]=[CH:33][C:32]([F:35])=[CH:31][CH:30]=2)[CH:7]=1)=[O:5])[CH3:2].